This data is from Forward reaction prediction with 1.9M reactions from USPTO patents (1976-2016). The task is: Predict the product of the given reaction. (1) Given the reactants [CH3:1][O:2][C:3]1[CH:8]=[C:7]([O:9][CH3:10])[CH:6]=[C:5]([O:11][CH3:12])[C:4]=1[CH:13]=[CH:14][C:15]1[S:16][CH:17]=[CH:18][CH:19]=1.C([Li])CCC.CN(C)[CH:27]=[O:28], predict the reaction product. The product is: [CH3:12][O:11][C:5]1[CH:6]=[C:7]([O:9][CH3:10])[CH:8]=[C:3]([O:2][CH3:1])[C:4]=1[CH:13]=[CH:14][C:15]1[S:16][C:17]([CH:27]=[O:28])=[CH:18][CH:19]=1. (2) Given the reactants C[Si](C)(C)N[Si](C)(C)C.[Li].[C:11]([O:15][C:16]([NH:18][CH:19]1[CH2:25][CH2:24][C:23]2[CH:26]=[CH:27][CH:28]=[CH:29][C:22]=2[CH2:21][C:20]1=[O:30])=[O:17])([CH3:14])([CH3:13])[CH3:12].CN(C)P(N(C)C)(N(C)C)=O.[CH:42](=O)[C:43]1[CH:48]=[CH:47][CH:46]=[CH:45][CH:44]=1, predict the reaction product. The product is: [CH:42](=[C:21]1[C:22]2[CH:29]=[CH:28][CH:27]=[CH:26][C:23]=2[CH2:24][CH2:25][CH:19]([NH:18][C:16]([O:15][C:11]([CH3:14])([CH3:12])[CH3:13])=[O:17])[C:20]1=[O:30])[C:43]1[CH:48]=[CH:47][CH:46]=[CH:45][CH:44]=1. (3) Given the reactants [N+:1]([C:4]1[CH:5]=[C:6]([CH:10]=[CH:11][CH:12]=1)[CH2:7][CH2:8][OH:9])([O-])=O, predict the reaction product. The product is: [NH2:1][C:4]1[CH:5]=[C:6]([CH:10]=[CH:11][CH:12]=1)[CH2:7][CH2:8][OH:9]. (4) Given the reactants [OH:1][C:2]1[CH:3]=[C:4]2[C:9](=[CH:10][CH:11]=1)[N:8]=[CH:7][N:6]([C:12]1[CH:13]=[C:14]([NH:19][C:20](=[O:31])[C:21]3[CH:26]=[CH:25][CH:24]=[C:23]([C:27]([F:30])([F:29])[F:28])[CH:22]=3)[CH:15]=[CH:16][C:17]=1[CH3:18])[C:5]2=[O:32].C(=O)([O-])[O-].[K+].[K+].[I-].[Na+], predict the reaction product. The product is: [CH3:7][N:6]([CH3:12])[CH2:5][CH2:4][O:1][C:2]1[CH:3]=[C:4]2[C:9](=[CH:10][CH:11]=1)[N:8]=[CH:7][N:6]([C:12]1[CH:13]=[C:14]([NH:19][C:20](=[O:31])[C:21]3[CH:26]=[CH:25][CH:24]=[C:23]([C:27]([F:29])([F:30])[F:28])[CH:22]=3)[CH:15]=[CH:16][C:17]=1[CH3:18])[C:5]2=[O:32]. (5) Given the reactants [C:1]([O:5][C:6]([N:8]([CH3:46])[C@H:9]([C:11]([NH:13][C@@H:14]([CH:40]1[CH2:45][CH2:44][CH2:43][CH2:42][CH2:41]1)[C:15]([N:17]1[C@H:22]([C:23]2[S:24][CH:25]=[C:26]([C:28](=[O:36])SC3C=CC=CC=3)[N:27]=2)[CH2:21][N:20]2[CH2:37][CH2:38][CH2:39][C@@H:19]2[CH2:18]1)=[O:16])=[O:12])[CH3:10])=[O:7])([CH3:4])([CH3:3])[CH3:2].[C:47]1(B(O)O)[CH:52]=[CH:51][CH:50]=[CH:49][CH:48]=1.C(OP(OCC)OCC)C, predict the reaction product. The product is: [C:1]([O:5][C:6](=[O:7])[N:8]([C@@H:9]([CH3:10])[C:11]([NH:13][C@@H:14]([CH:40]1[CH2:41][CH2:42][CH2:43][CH2:44][CH2:45]1)[C:15](=[O:16])[N:17]1[C@H:22]([C:23]2[S:24][CH:25]=[C:26]([C:28]([C:47]3[CH:52]=[CH:51][CH:50]=[CH:49][CH:48]=3)=[O:36])[N:27]=2)[CH2:21][N:20]2[CH2:37][CH2:38][CH2:39][C@@H:19]2[CH2:18]1)=[O:12])[CH3:46])([CH3:4])([CH3:2])[CH3:3].